This data is from Forward reaction prediction with 1.9M reactions from USPTO patents (1976-2016). The task is: Predict the product of the given reaction. (1) Given the reactants Cl[C:2]1[N:7]2[N:8]=[C:9]([C:17]3[CH:22]=[CH:21][C:20]([F:23])=[CH:19][CH:18]=3)[C:10]([C:11]3[CH:16]=[CH:15][N:14]=[CH:13][CH:12]=3)=[C:6]2[CH:5]=[CH:4][CH:3]=1.[CH2:24]([NH2:28])[CH2:25][CH2:26][CH3:27], predict the reaction product. The product is: [CH2:24]([NH:28][C:2]1[N:7]2[N:8]=[C:9]([C:17]3[CH:22]=[CH:21][C:20]([F:23])=[CH:19][CH:18]=3)[C:10]([C:11]3[CH:16]=[CH:15][N:14]=[CH:13][CH:12]=3)=[C:6]2[CH:5]=[CH:4][CH:3]=1)[CH2:25][CH2:26][CH3:27]. (2) Given the reactants C([O:5][C:6](=[O:34])[CH2:7][CH2:8][CH2:9][N:10]([CH2:19][C@H:20]([NH:22][C:23]1[CH:28]=[CH:27][C:26]([C:29]([F:32])([F:31])[F:30])=[C:25]([Cl:33])[CH:24]=1)[CH3:21])[C:11](=[O:18])[CH2:12][CH:13](OC)OC)(C)(C)C.FC(F)(F)C(O)=O.C([SiH](CC)CC)C.C(N(CC)CC)C, predict the reaction product. The product is: [Cl:33][C:25]1[CH:24]=[C:23]([N:22]2[CH:13]=[CH:12][C:11](=[O:18])[N:10]([CH2:9][CH2:8][CH2:7][C:6]([OH:5])=[O:34])[CH2:19][C@H:20]2[CH3:21])[CH:28]=[CH:27][C:26]=1[C:29]([F:32])([F:30])[F:31].